Dataset: NCI-60 drug combinations with 297,098 pairs across 59 cell lines. Task: Regression. Given two drug SMILES strings and cell line genomic features, predict the synergy score measuring deviation from expected non-interaction effect. Drug 1: CC1=C(C(CCC1)(C)C)C=CC(=CC=CC(=CC(=O)O)C)C. Drug 2: CC(C)NC(=O)C1=CC=C(C=C1)CNNC.Cl. Cell line: SNB-75. Synergy scores: CSS=-1.40, Synergy_ZIP=0.625, Synergy_Bliss=-0.769, Synergy_Loewe=-3.11, Synergy_HSA=-3.04.